This data is from Carcinogenicity classification data from Lagunin et al.. The task is: Regression/Classification. Given a drug SMILES string, predict its toxicity properties. Task type varies by dataset: regression for continuous values (e.g., LD50, hERG inhibition percentage) or binary classification for toxic/non-toxic outcomes (e.g., AMES mutagenicity, cardiotoxicity, hepatotoxicity). Dataset: carcinogens_lagunin. (1) The compound is CNCCC=C1c2ccccc2C=Cc2ccccc21. The result is 0 (non-carcinogenic). (2) The drug is COc1c2ccoc2nc2c(OC)c(OC[C@@H](O)C(C)(C)O)ccc12. The result is 0 (non-carcinogenic). (3) The drug is C[C@H](CCC(=O)NCC(=O)O)[C@H]1CC[C@H]2[C@H]3[C@H](C[C@H](O)[C@@]21C)[C@@]1(C)CC[C@@H](O)C[C@H]1C[C@H]3O. The result is 0 (non-carcinogenic). (4) The drug is C=C1[C@@H]2C[C@]3([C@@H]1O)[C@H]1C[C@@H]4[C@@]5(C)CC[C@H](O)[C@@]4(C1N(CC)C5)[C@@H]3C[C@@H]2O. The result is 0 (non-carcinogenic). (5) The drug is COC(=O)[C@@H]1[C@@H](O)CC[C@H]2CN3CCc4c([nH]c5ccccc45)[C@@H]3C[C@H]12. The result is 0 (non-carcinogenic). (6) The compound is CC(=O)Nc1ccc(S(=O)(=O)O)c2cc(S(=O)(=O)O)c(/N=N/c3ccc(/N=N/c4ccc(S(=O)(=O)O)cc4)c4ccc(S(=O)(=O)O)cc34)c(O)c12. The result is 1 (carcinogenic). (7) The compound is COc1ccc2c3c([nH]c2c1)C(C)=NCC3. The result is 0 (non-carcinogenic).